Dataset: Full USPTO retrosynthesis dataset with 1.9M reactions from patents (1976-2016). Task: Predict the reactants needed to synthesize the given product. (1) Given the product [C:1]([C:3]1([NH:6][C:7]([C@@H:9]2[CH2:13][C@@H:12]([S:14]([C:17]3[CH:22]=[CH:21][C:20]([N:40]4[CH2:41][CH2:42][N:37]([CH:34]5[CH2:36][CH2:35]5)[CH2:38][CH2:39]4)=[CH:19][C:18]=3[Cl:24])(=[O:15])=[O:16])[CH2:11][C@H:10]2[C:25]([N:27]2[CH2:31][CH2:30][C:29]([F:32])([F:33])[CH2:28]2)=[O:26])=[O:8])[CH2:5][CH2:4]1)#[N:2], predict the reactants needed to synthesize it. The reactants are: [C:1]([C:3]1([NH:6][C:7]([C@@H:9]2[CH2:13][C@@H:12]([S:14]([C:17]3[CH:22]=[CH:21][C:20](F)=[CH:19][C:18]=3[Cl:24])(=[O:16])=[O:15])[CH2:11][C@H:10]2[C:25]([N:27]2[CH2:31][CH2:30][C:29]([F:33])([F:32])[CH2:28]2)=[O:26])=[O:8])[CH2:5][CH2:4]1)#[N:2].[CH:34]1([N:37]2[CH2:42][CH2:41][NH:40][CH2:39][CH2:38]2)[CH2:36][CH2:35]1. (2) Given the product [C:1]([O:5][C:6]([N:8]1[CH2:13][CH2:12][CH2:11][C@H:10]([NH:14][C:15]([C:17]2[C:21]([NH:22][C:23]([NH:25][CH2:36][CH:33]3[CH2:35][CH2:34]3)=[O:24])=[CH:20][N:19]([C:26]3[CH:31]=[CH:30][CH:29]=[C:28]([F:32])[CH:27]=3)[CH:18]=2)=[O:16])[CH2:9]1)=[O:7])([CH3:4])([CH3:2])[CH3:3], predict the reactants needed to synthesize it. The reactants are: [C:1]([O:5][C:6]([N:8]1[CH2:13][CH2:12][CH2:11][C@H:10]([NH:14][C:15]([C:17]2[C:21]([NH:22][C:23]([NH2:25])=[O:24])=[CH:20][N:19]([C:26]3[CH:31]=[CH:30][CH:29]=[C:28]([F:32])[CH:27]=3)[CH:18]=2)=[O:16])[CH2:9]1)=[O:7])([CH3:4])([CH3:3])[CH3:2].[CH:33]1([CH2:36]N)[CH2:35][CH2:34]1. (3) Given the product [CH2:9]([C:12]1([CH2:23]/[CH:24]=[CH:25]/[CH3:26])[C:18](=[O:19])[NH:4][C:2](=[O:3])[NH:1][C:13]1=[O:14])[CH:10]=[CH2:11], predict the reactants needed to synthesize it. The reactants are: [NH2:1][C:2]([NH2:4])=[O:3].CS(C)=O.[CH2:9]([C:12]([CH2:23]/[CH:24]=[CH:25]/[CH3:26])([C:18](OCC)=[O:19])[C:13](OCC)=[O:14])[CH:10]=[CH2:11].[H-].[Na+]. (4) Given the product [F:14][C:11]1[CH:12]=[CH:13][C:8]([C:3]2[C:2]([C:23]3[CH:24]=[CH:25][C:26]4[N:27]([CH:29]=[C:30]([NH:32][C:33](=[O:35])[CH3:34])[N:31]=4)[N:28]=3)=[CH:6][N:5]([CH3:7])[N:4]=2)=[CH:9][CH:10]=1, predict the reactants needed to synthesize it. The reactants are: Br[C:2]1[C:3]([C:8]2[CH:13]=[CH:12][C:11]([F:14])=[CH:10][CH:9]=2)=[N:4][N:5]([CH3:7])[CH:6]=1.CC1(C)C(C)(C)OB([C:23]2[CH:24]=[CH:25][C:26]3[N:27]([CH:29]=[C:30]([NH:32][C:33](=[O:35])[CH3:34])[N:31]=3)[N:28]=2)O1.[O-]P([O-])([O-])=O.[K+].[K+].[K+].